The task is: Predict the reactants needed to synthesize the given product.. This data is from Full USPTO retrosynthesis dataset with 1.9M reactions from patents (1976-2016). Given the product [C:1]([O:5][C:6]([NH:8][C@H:9]1[CH2:14][CH2:13][C@H:12]([N:15]([CH2:34][CH2:35][CH3:36])[C:16]2[C:17]([CH3:33])=[C:18]([C:29]([O:31][CH3:32])=[O:30])[CH:19]=[C:20]([C:22]3[CH:23]=[CH:24][C:25]([O:28][CH2:44][CH2:45][O:46][CH3:47])=[CH:26][CH:27]=3)[CH:21]=2)[CH2:11][CH2:10]1)=[O:7])([CH3:4])([CH3:3])[CH3:2], predict the reactants needed to synthesize it. The reactants are: [C:1]([O:5][C:6]([NH:8][C@H:9]1[CH2:14][CH2:13][C@H:12]([N:15]([CH2:34][CH2:35][CH3:36])[C:16]2[C:17]([CH3:33])=[C:18]([C:29]([O:31][CH3:32])=[O:30])[CH:19]=[C:20]([C:22]3[CH:27]=[CH:26][C:25]([OH:28])=[CH:24][CH:23]=3)[CH:21]=2)[CH2:11][CH2:10]1)=[O:7])([CH3:4])([CH3:3])[CH3:2].C(=O)([O-])[O-].[Cs+].[Cs+].Br[CH2:44][CH2:45][O:46][CH3:47].